Dataset: Forward reaction prediction with 1.9M reactions from USPTO patents (1976-2016). Task: Predict the product of the given reaction. (1) Given the reactants [CH3:1][C:2](=[N:4][OH:5])[CH3:3].CC(C)([O-])C.[K+].[CH3:12][O:13][C:14](=[O:24])[C:15]1[CH:20]=[CH:19][C:18]([C:21]#[N:22])=[C:17](F)[CH:16]=1, predict the reaction product. The product is: [CH3:12][O:13][C:14](=[O:24])[C:15]1[CH:20]=[CH:19][C:18]([C:21]#[N:22])=[C:17]([O:5][N:4]=[C:2]([CH3:3])[CH3:1])[CH:16]=1. (2) Given the reactants Cl.[CH:2]1([CH2:8][N:9]2[CH2:14][CH2:13][CH:12]([N:15]([CH3:36])[C:16](=[O:35])[CH2:17][O:18][C:19]3[N:24]=[C:23]([CH3:25])[C:22]([NH:26]C(=O)OC(C)(C)C)=[C:21]([CH3:34])[N:20]=3)[CH2:11][CH2:10]2)[CH2:7][CH2:6][CH2:5][CH2:4][CH2:3]1.[OH-].[Na+], predict the reaction product. The product is: [NH2:26][C:22]1[C:23]([CH3:25])=[N:24][C:19]([O:18][CH2:17][C:16]([N:15]([CH:12]2[CH2:13][CH2:14][N:9]([CH2:8][CH:2]3[CH2:7][CH2:6][CH2:5][CH2:4][CH2:3]3)[CH2:10][CH2:11]2)[CH3:36])=[O:35])=[N:20][C:21]=1[CH3:34]. (3) Given the reactants [Br:1][C:2]1[CH:7]=[CH:6][C:5]([C@@H:8]([N:10]2[CH2:14][C:13]([CH2:21][C:22]([CH3:24])=[CH2:23])([C:15]3[CH:20]=[CH:19][CH:18]=[CH:17][CH:16]=3)[O:12][C:11]2=[O:25])[CH3:9])=[CH:4][CH:3]=1.C1C=C(Cl)C=C(C(OO)=[O:34])C=1, predict the reaction product. The product is: [Br:1][C:2]1[CH:3]=[CH:4][C:5]([C@@H:8]([N:10]2[CH2:14][C:13]([CH2:21][C:22]3([CH3:24])[CH2:23][O:34]3)([C:15]3[CH:16]=[CH:17][CH:18]=[CH:19][CH:20]=3)[O:12][C:11]2=[O:25])[CH3:9])=[CH:6][CH:7]=1. (4) Given the reactants C(OC(=O)[NH:7][CH:8]1[CH2:12][CH2:11][N:10]([C:13]2[C:22]3[C:17](=[CH:18][C:19]([O:25][CH3:26])=[C:20]([O:23][CH3:24])[CH:21]=3)[N:16]=[CH:15][N:14]=2)[CH2:9]1)(C)(C)C.[C:28]([OH:34])([C:30]([F:33])([F:32])[F:31])=[O:29].C(Cl)Cl, predict the reaction product. The product is: [F:31][C:30]([F:33])([F:32])[C:28]([OH:34])=[O:29].[CH3:24][O:23][C:20]1[CH:21]=[C:22]2[C:17](=[CH:18][C:19]=1[O:25][CH3:26])[N:16]=[CH:15][N:14]=[C:13]2[N:10]1[CH2:11][CH2:12][CH:8]([NH2:7])[CH2:9]1. (5) Given the reactants [NH2:1][C:2]1[N:7]=[C:6]([CH3:8])[C:5]([C:9]#[N:10])=[CH:4][CH:3]=1.C1C(=O)N([I:18])C(=O)C1.CN(C)C=O, predict the reaction product. The product is: [NH2:1][C:2]1[N:7]=[C:6]([CH3:8])[C:5]([C:9]#[N:10])=[CH:4][C:3]=1[I:18]. (6) Given the reactants [Cl-].[Cl-].[CH:3]1([Zr+2:12]C2C3C(CC=CC=3)CC2)[C:11]2[CH:6]([CH2:7][CH:8]=[CH:9][CH:10]=2)[CH2:5][CH2:4]1.[C:22]([OH:28])(=[O:27])[C:23]([CH3:26])([CH3:25])[CH3:24].C(N(CC)CC)C, predict the reaction product. The product is: [C:22]([O-:28])(=[O:27])[C:23]([CH3:26])([CH3:25])[CH3:24].[C:22]([O-:28])(=[O:27])[C:23]([CH3:26])([CH3:25])[CH3:24].[C:22]([O-:28])(=[O:27])[C:23]([CH3:26])([CH3:25])[CH3:24].[CH:3]1([Zr+3:12])[C:11]2[CH:6]([CH2:7][CH:8]=[CH:9][CH:10]=2)[CH2:5][CH2:4]1. (7) Given the reactants [O-]P([O-])([O-])=O.[K+].[K+].[K+].CNCCNC.I[C:16]1[CH:17]=[C:18]([CH:21]=[CH:22][CH:23]=1)[CH2:19][OH:20].[NH:24]1[CH2:28][CH2:27][CH2:26][C:25]1=[O:29], predict the reaction product. The product is: [OH:20][CH2:19][C:18]1[CH:17]=[C:16]([N:24]2[CH2:28][CH2:27][CH2:26][C:25]2=[O:29])[CH:23]=[CH:22][CH:21]=1. (8) The product is: [Cl:1][C:2]1[CH:3]=[C:4]2[C:8](=[CH:9][CH:10]=1)[NH:7][C:6](=[O:11])[C:5]2([CH2:14][CH2:15][CH2:16][N:23]1[CH2:24][CH2:25][C:26]2[S:27][CH:19]=[CH:20][C:21]=2[CH2:22]1)[CH2:12][CH3:13]. Given the reactants [Cl:1][C:2]1[CH:3]=[C:4]2[C:8](=[CH:9][CH:10]=1)[NH:7][C:6](=[O:11])[C:5]2([CH2:14][CH2:15][CH2:16]Cl)[CH2:12][CH3:13].Cl[C:19]1[S:27][C:26]2[CH2:25][CH2:24][NH:23][CH2:22][C:21]=2[CH:20]=1, predict the reaction product. (9) Given the reactants [Cl:1][CH2:2][CH2:3][CH2:4][O:5][C:6]1[CH:7]=[C:8]([CH:27]=[CH:28][C:29]=1[O:30][CH3:31])[NH:9][CH:10]=[C:11]([C:25]#[N:26])[C:12]([NH:14][C:15]1[CH:20]=[C:19]([O:21][CH3:22])[C:18]([Cl:23])=[CH:17][C:16]=1[Cl:24])=O.P(Cl)(Cl)(Cl)=O, predict the reaction product. The product is: [Cl:1][CH2:2][CH2:3][CH2:4][O:5][C:6]1[CH:7]=[C:8]2[C:27]([C:12]([NH:14][C:15]3[CH:20]=[C:19]([O:21][CH3:22])[C:18]([Cl:23])=[CH:17][C:16]=3[Cl:24])=[C:11]([C:25]#[N:26])[CH:10]=[N:9]2)=[CH:28][C:29]=1[O:30][CH3:31]. (10) Given the reactants [Si:1](Cl)([C:4]([CH3:7])([CH3:6])[CH3:5])([CH3:3])[CH3:2].[OH:9][C:10]1[CH:11]=[C:12]([CH:15]=[CH:16][CH:17]=1)[CH:13]=[O:14].C(N(CC)CC)C.O, predict the reaction product. The product is: [Si:1]([O:9][C:10]1[CH:11]=[C:12]([CH:15]=[CH:16][CH:17]=1)[CH:13]=[O:14])([C:4]([CH3:7])([CH3:6])[CH3:5])([CH3:3])[CH3:2].